Dataset: Full USPTO retrosynthesis dataset with 1.9M reactions from patents (1976-2016). Task: Predict the reactants needed to synthesize the given product. (1) Given the product [NH2:41][S:38]([C:35]1[CH:34]=[CH:33][C:32]([CH2:31][NH:30][C:24]([C:9]2[C:10]([OH:23])=[C:11]([C:14]([NH:16][CH2:17][C:18]([OH:20])=[O:19])=[O:15])[C:12](=[O:13])[N:7]([CH:1]3[CH2:6][CH2:5][CH2:4][CH2:3][CH2:2]3)[C:8]=2[OH:28])=[O:25])=[CH:37][CH:36]=1)(=[O:39])=[O:40], predict the reactants needed to synthesize it. The reactants are: [CH:1]1([N:7]2[C:12](=[O:13])[C:11]([C:14]([NH:16][CH2:17][C:18]([O:20]CC)=[O:19])=[O:15])=[C:10]([OH:23])[C:9]([C:24](OC)=[O:25])=[C:8]2[OH:28])[CH2:6][CH2:5][CH2:4][CH2:3][CH2:2]1.Cl.[NH2:30][CH2:31][C:32]1[CH:37]=[CH:36][C:35]([S:38]([NH2:41])(=[O:40])=[O:39])=[CH:34][CH:33]=1.C(N(C(C)C)CC)(C)C.[OH-].[Na+]. (2) Given the product [N:36]1[CH:41]=[CH:40][CH:39]=[CH:38][C:37]=1[C@@:42]12[O:50][CH2:49][O:48][C@@H:43]1[CH2:44][N:45]([C:5]([C:4]1[CH:8]=[CH:9][C:10]([F:11])=[C:2]([Cl:1])[CH:3]=1)=[O:7])[CH2:46][CH2:47]2, predict the reactants needed to synthesize it. The reactants are: [Cl:1][C:2]1[CH:3]=[C:4]([CH:8]=[CH:9][C:10]=1[F:11])[C:5]([OH:7])=O.CN(C(ON1N=NC2C=CC=NC1=2)=[N+](C)C)C.F[P-](F)(F)(F)(F)F.[N:36]1[CH:41]=[CH:40][CH:39]=[CH:38][C:37]=1[C@@:42]12[O:50][CH2:49][O:48][C@@H:43]1[CH2:44][NH:45][CH2:46][CH2:47]2.C(N(CC)CC)C. (3) Given the product [C:1]([C:4]1([CH2:21][C:22]2[CH:27]=[CH:26][CH:25]=[CH:24][CH:23]=2)[CH2:13][CH2:12][C:11]2[C:6](=[CH:7][CH:8]=[CH:9][CH:10]=2)[C:5]1=[O:14])(=[O:3])[CH3:2], predict the reactants needed to synthesize it. The reactants are: [C:1]([CH:4]1[CH2:13][CH2:12][C:11]2[C:6](=[CH:7][CH:8]=[CH:9][CH:10]=2)[C:5]1=[O:14])(=[O:3])[CH3:2].C(=O)([O-])[O-].[K+].[K+].[CH2:21](Cl)[C:22]1[CH:27]=[CH:26][CH:25]=[CH:24][CH:23]=1.